This data is from NCI-60 drug combinations with 297,098 pairs across 59 cell lines. The task is: Regression. Given two drug SMILES strings and cell line genomic features, predict the synergy score measuring deviation from expected non-interaction effect. Drug 1: CNC(=O)C1=CC=CC=C1SC2=CC3=C(C=C2)C(=NN3)C=CC4=CC=CC=N4. Drug 2: C1CC(=O)NC(=O)C1N2CC3=C(C2=O)C=CC=C3N. Cell line: NCI-H460. Synergy scores: CSS=2.03, Synergy_ZIP=-2.67, Synergy_Bliss=-4.93, Synergy_Loewe=-6.20, Synergy_HSA=-4.52.